This data is from Reaction yield outcomes from USPTO patents with 853,638 reactions. The task is: Predict the reaction yield, written as a fraction of the theoretical maximum amount of product (1.0 means a 100% yield; for example, 0.34 means a 34% yield). (1) The reactants are [CH:1]1([N:5]2[CH2:11][CH2:10][CH2:9][N:8]([C:12]([C@H:14]3[CH2:18][C@@H:17]([OH:19])[CH2:16][N:15]3[C:20](=[O:22])[CH3:21])=[O:13])[CH2:7][CH2:6]2)[CH2:4][CH2:3][CH2:2]1.FC1C=C(O)C=CC=1.C1C=CC(P(C2C=CC=CC=2)C2C=CC=CC=2)=CC=1.CC(OC(/N=N/C(OC(C)C)=O)=O)C. The catalyst is C(Cl)Cl. The product is [CH:1]1([N:5]2[CH2:11][CH2:10][CH2:9][N:8]([C:12]([C@H:14]3[CH2:18][C@H:17]([OH:19])[CH2:16][N:15]3[C:20](=[O:22])[CH3:21])=[O:13])[CH2:7][CH2:6]2)[CH2:4][CH2:3][CH2:2]1. The yield is 0.490. (2) The reactants are [Li]CCCC.[F:6][C:7]1[CH:16]=[CH:15][C:10]2[S:11][CH:12]=[C:13]([CH3:14])[C:9]=2[CH:8]=1.[Cl:17][CH2:18][CH2:19][CH2:20]I.[NH4+].[Cl-]. The catalyst is C1COCC1.[Cu]I. The product is [Cl:17][CH2:18][CH2:19][CH2:20][C:12]1[S:11][C:10]2[CH:15]=[CH:16][C:7]([F:6])=[CH:8][C:9]=2[C:13]=1[CH3:14]. The yield is 0.370. (3) The reactants are B([C:4]1[CH:5]=[C:6]([CH:10]=[CH:11][CH:12]=1)[C:7]([OH:9])=[O:8])(O)O.C1(P(C2C=CC=CC=2)C2C=CC=CC=2)C=CC=CC=1.C(=O)([O-])[O-].[K+].[K+].Br[C:39]1[CH:44]=[CH:43][CH:42]=[CH:41][C:40]=1[C:45]1[CH:50]=[CH:49][CH:48]=[CH:47][CH:46]=1. The catalyst is C(#N)C.C([O-])(=O)C.[Pd+2].C([O-])(=O)C.O. The product is [C:40]1([C:45]2[C:50]([C:4]3[CH:12]=[CH:11][CH:10]=[C:6]([C:7]([OH:9])=[O:8])[CH:5]=3)=[CH:49][CH:48]=[CH:47][CH:46]=2)[CH:41]=[CH:42][CH:43]=[CH:44][CH:39]=1. The yield is 0.390.